Dataset: Full USPTO retrosynthesis dataset with 1.9M reactions from patents (1976-2016). Task: Predict the reactants needed to synthesize the given product. Given the product [CH:1]1([N:7]2[C:12](=[O:13])[C:11]([C:42]([NH:41][CH2:44][C:45]([O:47][CH2:48][CH3:49])=[O:46])=[O:43])=[C:10]([OH:14])[N:9]([CH:15]3[CH2:20][CH2:19][CH2:18][N:17]([C:21]([O:23][CH2:24][C:25]4[CH:26]=[CH:27][CH:28]=[CH:29][CH:30]=4)=[O:22])[CH2:16]3)[C:8]2=[O:31])[CH2:6][CH2:5][CH2:4][CH2:3][CH2:2]1, predict the reactants needed to synthesize it. The reactants are: [CH:1]1([N:7]2[C:12](=[O:13])[CH2:11][C:10](=[O:14])[N:9]([CH:15]3[CH2:20][CH2:19][CH2:18][N:17]([C:21]([O:23][CH2:24][C:25]4[CH:30]=[CH:29][CH:28]=[CH:27][CH:26]=4)=[O:22])[CH2:16]3)[C:8]2=[O:31])[CH2:6][CH2:5][CH2:4][CH2:3][CH2:2]1.C(N(C(C)C)CC)(C)C.[N:41]([CH2:44][C:45]([O:47][CH2:48][CH3:49])=[O:46])=[C:42]=[O:43].